This data is from Peptide-MHC class II binding affinity with 134,281 pairs from IEDB. The task is: Regression. Given a peptide amino acid sequence and an MHC pseudo amino acid sequence, predict their binding affinity value. This is MHC class II binding data. The peptide sequence is ESYKFIPALEAAVKQAYAAT. The MHC is HLA-DPA10103-DPB10301 with pseudo-sequence HLA-DPA10103-DPB10301. The binding affinity (normalized) is 0.828.